This data is from Full USPTO retrosynthesis dataset with 1.9M reactions from patents (1976-2016). The task is: Predict the reactants needed to synthesize the given product. (1) The reactants are: Cl.[NH2:2][CH2:3][C:4]([NH:6][CH:7]([C:14]1[CH:19]=[CH:18][C:17]([Cl:20])=[CH:16][CH:15]=1)[C:8]1[CH:13]=[CH:12][CH:11]=[CH:10][CH:9]=1)=[O:5].[F:21][C:22]1[CH:30]=[CH:29][C:25]([C:26](O)=[O:27])=[CH:24][C:23]=1[CH3:31]. Given the product [Cl:20][C:17]1[CH:18]=[CH:19][C:14]([CH:7]([NH:6][C:4]([CH2:3][NH:2][C:26](=[O:27])[C:25]2[CH:29]=[CH:30][C:22]([F:21])=[C:23]([CH3:31])[CH:24]=2)=[O:5])[C:8]2[CH:13]=[CH:12][CH:11]=[CH:10][CH:9]=2)=[CH:15][CH:16]=1, predict the reactants needed to synthesize it. (2) Given the product [CH2:1]([C:8]1[S:12][C:11]([NH:13][C:24](=[O:25])[CH2:23][CH2:22][C:21](=[O:20])[C:27]2[CH:28]=[CH:29][C:30]([O:33][C:34]([F:37])([F:35])[F:36])=[CH:31][CH:32]=2)=[N:10][C:9]=1[C:14]1[CH:19]=[CH:18][CH:17]=[CH:16][CH:15]=1)[C:2]1[CH:3]=[CH:4][CH:5]=[CH:6][CH:7]=1, predict the reactants needed to synthesize it. The reactants are: [CH2:1]([C:8]1[S:12][C:11]([NH2:13])=[N:10][C:9]=1[C:14]1[CH:19]=[CH:18][CH:17]=[CH:16][CH:15]=1)[C:2]1[CH:7]=[CH:6][CH:5]=[CH:4][CH:3]=1.[O:20]=[C:21]([C:27]1[CH:32]=[CH:31][C:30]([O:33][C:34]([F:37])([F:36])[F:35])=[CH:29][CH:28]=1)[CH2:22][CH2:23][C:24](O)=[O:25].C1C=CC2N(O)N=NC=2C=1.CCN=C=NCCCN(C)C. (3) Given the product [CH3:27][C:24]1[N:25]=[N:26][N:22]([CH2:21][C:12]2[CH:13]=[C:14]([C:17]([F:19])([F:20])[F:18])[CH:15]=[CH:16][C:11]=2/[CH:10]=[CH:9]/[C:8]([N:5]2[CH2:4][CH2:3][CH:2]([NH:1][C:39](=[O:40])[CH2:38][CH2:37][CH2:36][CH2:35][CH2:34][C:33]3[NH:29][N:30]=[N:31][CH:32]=3)[CH2:7][CH2:6]2)=[O:28])[N:23]=1, predict the reactants needed to synthesize it. The reactants are: [NH2:1][CH:2]1[CH2:7][CH2:6][N:5]([C:8](=[O:28])/[CH:9]=[CH:10]/[C:11]2[CH:16]=[CH:15][C:14]([C:17]([F:20])([F:19])[F:18])=[CH:13][C:12]=2[CH2:21][N:22]2[N:26]=[N:25][C:24]([CH3:27])=[N:23]2)[CH2:4][CH2:3]1.[NH:29]1[C:33]([CH2:34][CH2:35][CH2:36][CH2:37][CH2:38][C:39](O)=[O:40])=[CH:32][N:31]=[N:30]1.C(N(CC)CC)C.C(P1(=O)OP(CCC)(=O)OP(CCC)(=O)O1)CC. (4) Given the product [F:19][C:11]1[C:12]([C:25]([OH:27])=[O:26])=[CH:13][C:14]([Si:15]([CH3:16])([CH3:18])[CH3:17])=[C:9]([F:8])[N:10]=1, predict the reactants needed to synthesize it. The reactants are: C(NC(C)C)(C)C.[F:8][C:9]1[C:14]([Si:15]([CH3:18])([CH3:17])[CH3:16])=[CH:13][CH:12]=[C:11]([F:19])[N:10]=1.C([Li])CCC.[C:25](=[O:27])=[O:26].Cl. (5) Given the product [CH:28]12[N:34]([S:35]([CH2:38][C:39]3[C:44]([C:45]([O:47][CH3:48])=[O:46])=[C:43]([O:49][CH3:50])[C:42]([C:23]4[CH:27]=[CH:26][O:25][CH:24]=4)=[CH:41][CH:40]=3)(=[O:37])=[O:36])[CH:31]([CH2:32][CH2:33]1)[CH2:30][CH2:29]2, predict the reactants needed to synthesize it. The reactants are: C1(S(CC2C(C(OCC)=O)=C(O)C([C:23]3[CH:27]=[CH:26][O:25][CH:24]=3)=CC=2)(=O)=O)C=CC=CC=1.[CH:28]12[N:34]([S:35]([CH2:38][C:39]3[C:44]([C:45]([O:47][CH3:48])=[O:46])=[C:43]([O:49][CH3:50])[C:42](Br)=[CH:41][CH:40]=3)(=[O:37])=[O:36])[CH:31]([CH2:32][CH2:33]1)[CH2:30][CH2:29]2.